The task is: Predict the reactants needed to synthesize the given product.. This data is from Full USPTO retrosynthesis dataset with 1.9M reactions from patents (1976-2016). (1) Given the product [Cl:17][C:16]1[CH:15]=[C:14]2[C:13]([C:21]([S:22][CH2:7][CH2:6][CH2:5][CH2:10][N:1]([CH2:2][CH3:3])[CH2:24][CH3:25])=[CH:20][CH:19]=[N:18]2)=[CH:12][CH:11]=1, predict the reactants needed to synthesize it. The reactants are: [N:1]1[C:10]2[C:5](=[CH:6][CH:7]=CC=2)C=[CH:3][CH:2]=1.[CH:11]1[C:16]([Cl:17])=[CH:15][C:14]2[NH:18][CH:19]=[CH:20][C:21](=[S:22])[C:13]=2[CH:12]=1.Br[CH2:24][CH2:25]CCBr. (2) Given the product [CH3:21][O:23][C:2]1[C:11]2[C:10]([CH3:13])([CH3:12])[CH2:9][CH2:8][C:7]([CH3:15])([CH3:14])[C:6]=2[CH:5]=[C:4]([CH3:16])[C:3]=1[OH:17], predict the reactants needed to synthesize it. The reactants are: Br[C:2]1[C:11]2[C:10]([CH3:13])([CH3:12])[CH2:9][CH2:8][C:7]([CH3:15])([CH3:14])[C:6]=2[CH:5]=[C:4]([CH3:16])[C:3]=1[OH:17].C[O-].[Na+].[C:21](OCC)(=[O:23])C.O. (3) Given the product [F:29][C:27]1[CH:28]=[C:23]([C:50](=[O:51])[NH:21][C:18]2[S:19][CH:20]=[C:16]([C:3]3[CH:4]=[CH:5][CH:6]=[C:7]([CH:8]([O:14][CH3:15])[CH2:9][CH2:10][CH2:11][CH2:12][CH3:13])[C:2]=3[F:1])[N:17]=2)[CH:24]=[C:25]([F:38])[C:26]=1/[CH:30]=[C:31](\[O:36][CH3:37])/[C:32]([O:34][CH3:35])=[O:33], predict the reactants needed to synthesize it. The reactants are: [F:1][C:2]1[C:7]([CH:8]([O:14][CH3:15])[CH2:9][CH2:10][CH2:11][CH2:12][CH3:13])=[CH:6][CH:5]=[CH:4][C:3]=1[C:16]1[N:17]=[C:18]([NH2:21])[S:19][CH:20]=1.Br[C:23]1[CH:28]=[C:27]([F:29])[C:26](/[CH:30]=[C:31](\[O:36][CH3:37])/[C:32]([O:34][CH3:35])=[O:33])=[C:25]([F:38])[CH:24]=1.C(N(CC)CC)C.O.CN([CH:50]=[O:51])C. (4) Given the product [NH:1]1[C:6](=[O:7])[CH2:5][CH2:4][C@@H:3]2[C:8]3[CH:9]=[CH:10][CH:11]=[CH:12][C:13]=3[CH2:14][C@H:2]12, predict the reactants needed to synthesize it. The reactants are: [NH:1]1[C:6](=[O:7])[CH2:5][CH2:4][C:3]2[C:8]3[CH:9]=[CH:10][CH:11]=[CH:12][C:13]=3[CH2:14][C:2]1=2.C(O)(=O)C. (5) The reactants are: [CH3:1][C:2]1[C:6]([CH2:7][C:8]([OH:10])=O)=[C:5]([CH3:11])[N:4]([C:12]2[CH:17]=[CH:16][CH:15]=[CH:14][CH:13]=2)[N:3]=1.CCN=C=NCCCN(C)C.Cl.ON1C2C=CC=CC=2N=N1.C(N1CCOCC1)C.[F:48][C:49]1[CH:50]=[C:51]([CH2:56][NH2:57])[CH:52]=[CH:53][C:54]=1[F:55]. Given the product [F:48][C:49]1[CH:50]=[C:51]([CH2:56][NH:57][C:8](=[O:10])[CH2:7][C:6]2[C:2]([CH3:1])=[N:3][N:4]([C:12]3[CH:17]=[CH:16][CH:15]=[CH:14][CH:13]=3)[C:5]=2[CH3:11])[CH:52]=[CH:53][C:54]=1[F:55], predict the reactants needed to synthesize it. (6) Given the product [C:22]([O:26][C:27]([N:29]1[CH2:34][CH2:33][CH:32]([CH2:35][CH2:36][C:37](=[O:38])[NH:1][C:2]2[CH:3]=[C:4]3[C:20](=[O:21])[NH:19][N:18]=[CH:17][C:6]4=[C:7]([C:11]5[CH:12]=[CH:13][CH:14]=[CH:15][CH:16]=5)[NH:8][C:9]([CH:10]=2)=[C:5]34)[CH2:31][CH2:30]1)=[O:28])([CH3:25])([CH3:24])[CH3:23], predict the reactants needed to synthesize it. The reactants are: [NH2:1][C:2]1[CH:3]=[C:4]2[C:20](=[O:21])[NH:19][N:18]=[CH:17][C:6]3=[C:7]([C:11]4[CH:16]=[CH:15][CH:14]=[CH:13][CH:12]=4)[NH:8][C:9]([CH:10]=1)=[C:5]23.[C:22]([O:26][C:27]([N:29]1[CH2:34][CH2:33][CH:32]([CH2:35][CH2:36][C:37](O)=[O:38])[CH2:31][CH2:30]1)=[O:28])([CH3:25])([CH3:24])[CH3:23].C(N(CC)CC)C.F[P-](F)(F)(F)(F)F.N1(OC(N(C)C)=[N+](C)C)C2N=CC=CC=2N=N1. (7) Given the product [CH2:1]([N:8]1[C:13](=[O:14])[C:12]([C:28]2[CH:29]=[CH:30][C:25]([F:24])=[CH:26][CH:27]=2)=[C:11]([C:16]2[CH:21]=[CH:20][C:19]([S:22][CH3:23])=[CH:18][CH:17]=2)[CH:10]=[N:9]1)[C:2]1[CH:7]=[CH:6][CH:5]=[CH:4][CH:3]=1, predict the reactants needed to synthesize it. The reactants are: [CH2:1]([N:8]1[C:13](=[O:14])[C:12](Br)=[C:11]([C:16]2[CH:21]=[CH:20][C:19]([S:22][CH3:23])=[CH:18][CH:17]=2)[CH:10]=[N:9]1)[C:2]1[CH:7]=[CH:6][CH:5]=[CH:4][CH:3]=1.[F:24][C:25]1[CH:30]=[CH:29][C:28](B(O)O)=[CH:27][CH:26]=1.C(=O)([O-])[O-].[Na+].[Na+].B(O)O.